The task is: Predict the reactants needed to synthesize the given product.. This data is from Full USPTO retrosynthesis dataset with 1.9M reactions from patents (1976-2016). (1) Given the product [CH2:32]([O:34][C:35]1[CH:42]=[CH:41][C:38]([CH:39]=[N+:10]([C:11]([CH2:14][C:15]([CH3:18])([CH3:17])[CH3:16])([CH3:13])[CH3:12])[O-:24])=[CH:37][CH:36]=1)[CH3:33], predict the reactants needed to synthesize it. The reactants are: C(OC1C=CC([NH:10][C:11]([CH2:14][C:15]([CH3:18])([CH3:17])[CH3:16])([CH3:13])[CH3:12])=CC=1)C.ClC1C=C(C=CC=1)C(OO)=[O:24].[BH4-].[Na+].[CH2:32]([O:34][C:35]1[CH:42]=[CH:41][C:38]([CH:39]=O)=[CH:37][CH:36]=1)[CH3:33].C(N)(CC(C)(C)C)(C)C. (2) Given the product [C:17](=[O:18])([O:1][C:2]1[CH:9]=[C:8]([O:10][CH3:11])[CH:7]=[CH:6][C:3]=1[CH:4]=[O:5])[O:16][C:12]([CH3:15])([CH3:14])[CH3:13], predict the reactants needed to synthesize it. The reactants are: [OH:1][C:2]1[CH:9]=[C:8]([O:10][CH3:11])[CH:7]=[CH:6][C:3]=1[CH:4]=[O:5].[C:12]([O:16][C:17](O[C:17]([O:16][C:12]([CH3:15])([CH3:14])[CH3:13])=[O:18])=[O:18])([CH3:15])([CH3:14])[CH3:13]. (3) Given the product [ClH:20].[CH3:2][C:3]1[N:4]=[C:5]([CH3:17])[C:6]2[N:7]([CH:9]=[C:10]([C:12]([OH:14])=[O:13])[N:11]=2)[CH:8]=1, predict the reactants needed to synthesize it. The reactants are: Br.[CH3:2][C:3]1[N:4]=[C:5]([CH3:17])[C:6]2[N:7]([CH:9]=[C:10]([C:12]([O:14]CC)=[O:13])[N:11]=2)[CH:8]=1.[OH-].[Na+].[ClH:20]. (4) Given the product [CH3:1][C:2]1[C:6]([C:7]2[C:8]([O:29][CH3:30])=[CH:9][C:10]3[C:11]4[N:20]([CH2:21][C:22]5[S:26][C:25]([CH3:27])=[N:24][C:23]=5[CH3:28])[C:39](=[O:38])[NH:41][C:12]=4[CH:13]=[N:14][C:15]=3[CH:16]=2)=[C:5]([CH3:31])[O:4][N:3]=1, predict the reactants needed to synthesize it. The reactants are: [CH3:1][C:2]1[C:6]([C:7]2[CH:16]=[C:15]3[C:10]([C:11]([NH:20][CH2:21][C:22]4[S:26][C:25]([CH3:27])=[N:24][C:23]=4[CH3:28])=[C:12](C(N)=O)[CH:13]=[N:14]3)=[CH:9][C:8]=2[O:29][CH3:30])=[C:5]([CH3:31])[O:4][N:3]=1.C1C=CC=CC=1.[OH2:38].[C:39](#[N:41])C. (5) Given the product [OH:33][CH2:29][CH2:30][C:31]#[C:32][C:2]1[CH:3]=[C:4]2[C:9](=[C:10]([C:23]#[C:22][CH2:24][CH2:38][OH:39])[CH:11]=1)[O:8][C:7](=[O:13])[C:6]([C:14]1[CH:19]=[CH:18][C:17]([O:20][CH3:21])=[CH:16][CH:15]=1)=[CH:5]2, predict the reactants needed to synthesize it. The reactants are: Br[C:2]1[CH:3]=[C:4]2[C:9](=[C:10](Br)[CH:11]=1)[O:8][C:7](=[O:13])[C:6]([C:14]1[CH:19]=[CH:18][C:17]([O:20][CH3:21])=[CH:16][CH:15]=1)=[CH:5]2.[CH:22](NC(C)C)([CH3:24])[CH3:23].[C:29]([OH:33])#[C:30][CH2:31][CH3:32].Cl.CN([CH:38]=[O:39])C. (6) Given the product [Cl:1][C:2]1[CH:3]=[CH:4][C:5]([C:8]2[CH2:13][CH2:12][C:11]([CH3:14])([CH3:15])[CH2:10][C:9]=2[CH:16]=[O:17])=[CH:6][CH:7]=1, predict the reactants needed to synthesize it. The reactants are: [Cl:1][C:2]1[CH:7]=[CH:6][C:5]([C:8]2(O)[CH2:13][CH2:12][C:11]([CH3:15])([CH3:14])[CH2:10]/[C:9]/2=[CH:16]\[O:17][Si](C(C)C)(C(C)C)C(C)C)=[CH:4][CH:3]=1.ClC1C=CC(C2(O)CCC(C)(C)C/C/2=C\O[Si](C)(C)C)=CC=1.[Si](O/C=C1/C(C2C=CC(Cl)=CC=2)(O)CCC(C)(C)C/1)(C(C)(C)C)(C)C.Cl. (7) Given the product [CH:24]1([CH3:23])[CH2:25][CH2:26][CH:27]([CH:30]([CH3:32])[CH3:31])[CH:28]([OH:3])[CH2:29]1, predict the reactants needed to synthesize it. The reactants are: [OH-].[Na+].[OH:3]C(C(C1C=CC=C(C(C2C=CC=CC=2)=O)C=1)C)=O.C[CH2:23][C:24]1[CH:25]=[CH:26][C:27]([CH:30]([CH2:32]CC2C=CC([N+](C)(C)C)=CC=2)[CH3:31])=[CH:28][CH:29]=1.